From a dataset of Forward reaction prediction with 1.9M reactions from USPTO patents (1976-2016). Predict the product of the given reaction. (1) Given the reactants [CH2:1]([NH:3][C:4](=[O:41])[O:5][CH2:6][CH:7]([NH:18][C:19](=[O:40])[CH2:20][N:21]1[C:25](=[O:26])[N:24](/[CH:27]=[CH:28]/[C:29]([F:32])([F:31])[F:30])[C:23]([C:33]2[CH:38]=[CH:37][C:36]([Cl:39])=[CH:35][CH:34]=2)=[N:22]1)[C:8]1[CH:13]=[CH:12][CH:11]=[CH:10][C:9]=1[C:14]([F:17])([F:16])[F:15])[CH3:2], predict the reaction product. The product is: [CH2:1]([NH:3][C:4](=[O:41])[O:5][CH2:6][CH:7]([NH:18][C:19](=[O:40])[CH2:20][N:21]1[C:25](=[O:26])[N:24]([CH2:27][CH2:28][C:29]([F:32])([F:31])[F:30])[C:23]([C:33]2[CH:34]=[CH:35][C:36]([Cl:39])=[CH:37][CH:38]=2)=[N:22]1)[C:8]1[CH:13]=[CH:12][CH:11]=[CH:10][C:9]=1[C:14]([F:17])([F:16])[F:15])[CH3:2]. (2) Given the reactants [Cl:1][C:2]1[C:3]([N:8]2[C:12]([C:13](O)=[O:14])=[CH:11][C:10]([CH2:16][N:17]3[N:21]=[N:20][C:19]([C:22]([F:25])([F:24])[F:23])=[N:18]3)=[N:9]2)=[N:4][CH:5]=[CH:6][CH:7]=1.CC1C=NC=CC=1.CS(Cl)(=O)=O.[NH2:38][C:39]1[C:46]([CH3:47])=[CH:45][C:42]([C:43]#[N:44])=[CH:41][C:40]=1[Br:48], predict the reaction product. The product is: [Br:48][C:40]1[CH:41]=[C:42]([C:43]#[N:44])[CH:45]=[C:46]([CH3:47])[C:39]=1[NH:38][C:13]([C:12]1[N:8]([C:3]2[C:2]([Cl:1])=[CH:7][CH:6]=[CH:5][N:4]=2)[N:9]=[C:10]([CH2:16][N:17]2[N:21]=[N:20][C:19]([C:22]([F:25])([F:24])[F:23])=[N:18]2)[CH:11]=1)=[O:14]. (3) Given the reactants [Cl:1][C:2]1[CH:10]=[CH:9][C:8]([S:11]([CH3:14])(=[O:13])=[O:12])=[CH:7][C:3]=1[C:4]([OH:6])=[O:5].S(Cl)(Cl)=O.[CH3:19]O, predict the reaction product. The product is: [Cl:1][C:2]1[CH:10]=[CH:9][C:8]([S:11]([CH3:14])(=[O:13])=[O:12])=[CH:7][C:3]=1[C:4]([O:6][CH3:19])=[O:5].